Dataset: Full USPTO retrosynthesis dataset with 1.9M reactions from patents (1976-2016). Task: Predict the reactants needed to synthesize the given product. (1) Given the product [OH:5][CH2:4][C:3]([CH3:7])([CH3:6])[CH2:2][NH:1][C:9]1[CH2:13][S:12][C:11](=[O:14])[N:10]=1, predict the reactants needed to synthesize it. The reactants are: [NH2:1][CH2:2][C:3]([CH3:7])([CH3:6])[CH2:4][OH:5].S=[C:9]1[CH2:13][S:12][C:11](=[O:14])[NH:10]1. (2) Given the product [CH3:16][C:15]1[CH:14]=[CH:13][CH2:12][C:7]2([CH2:11][CH2:10][CH2:9][CH2:8]2)[C:6]=1[C:4](=[O:5])/[CH:3]=[CH:2]/[CH3:17], predict the reactants needed to synthesize it. The reactants are: O[CH:2]([CH3:17])[CH2:3][C:4]([C:6]1[C:7]2([CH2:12][CH:13]=[CH:14][C:15]=1[CH3:16])[CH2:11][CH2:10][CH2:9][CH2:8]2)=[O:5].C(OC(=O)C)(=O)C.C([O-])(=O)C.[Na+]. (3) The reactants are: [CH:1]1([C:4]2[CH:5]=[C:6]([N+:13]([O-])=O)[CH:7]=[C:8]3[C:12]=2[NH:11][CH:10]=[CH:9]3)[CH2:3][CH2:2]1. Given the product [CH:1]1([C:4]2[CH:5]=[C:6]([NH2:13])[CH:7]=[C:8]3[C:12]=2[NH:11][CH:10]=[CH:9]3)[CH2:3][CH2:2]1, predict the reactants needed to synthesize it. (4) Given the product [CH3:17][C:18]1[CH:30]=[C:29]([CH2:31][N:32]([C:2]2[C:7]([CH3:8])=[C:6]([C:9]3[CH:14]=[CH:13][C:12]([O:15][CH3:16])=[CH:11][CH:10]=3)[N:5]=[CH:4][N:3]=2)[CH2:33][CH2:34][CH3:35])[CH:28]=[CH:27][C:19]=1[O:20][CH2:21][C:22]([O:24][CH2:25][CH3:26])=[O:23], predict the reactants needed to synthesize it. The reactants are: Cl[C:2]1[C:7]([CH3:8])=[C:6]([C:9]2[CH:14]=[CH:13][C:12]([O:15][CH3:16])=[CH:11][CH:10]=2)[N:5]=[CH:4][N:3]=1.[CH3:17][C:18]1[CH:30]=[C:29]([CH2:31][N:32](C2C(C)=C(C3C=CC(C(F)(F)F)=CC=3)N=CN=2)[CH2:33][CH2:34][CH3:35])[CH:28]=[CH:27][C:19]=1[O:20][CH2:21][C:22]([O:24][CH2:25][CH3:26])=[O:23].